This data is from Full USPTO retrosynthesis dataset with 1.9M reactions from patents (1976-2016). The task is: Predict the reactants needed to synthesize the given product. (1) Given the product [CH2:1]([N:8]([S:18]([C:21]1[CH:22]=[N:23][CH:24]=[CH:25][CH:26]=1)(=[O:19])=[O:20])[C:9]1[CH:10]=[C:11]([CH:15]=[CH:16][CH:17]=1)[C:12]([NH:30][CH:27]([CH3:29])[CH3:28])=[O:14])[C:2]1[CH:7]=[CH:6][CH:5]=[CH:4][CH:3]=1, predict the reactants needed to synthesize it. The reactants are: [CH2:1]([N:8]([S:18]([C:21]1[CH:22]=[N:23][CH:24]=[CH:25][CH:26]=1)(=[O:20])=[O:19])[C:9]1[CH:10]=[C:11]([CH:15]=[CH:16][CH:17]=1)[C:12]([OH:14])=O)[C:2]1[CH:7]=[CH:6][CH:5]=[CH:4][CH:3]=1.[CH:27]([NH2:30])([CH3:29])[CH3:28]. (2) Given the product [CH3:23][O:24][C:16]1[CH:15]=[CH:14][CH:13]=[CH:12][C:11]=1[C:9]([C:8]1[C:3]([O:2][CH3:1])=[N:4][C:5]([O:20][CH3:21])=[CH:6][C:7]=1[CH3:19])=[O:10], predict the reactants needed to synthesize it. The reactants are: [CH3:1][O:2][C:3]1[C:8]([CH:9]([C:11]2[CH:16]=[CH:15][C:14](OC)=[CH:13][CH:12]=2)[OH:10])=[C:7]([CH3:19])[CH:6]=[C:5]([O:20][CH3:21])[N:4]=1.C[C:23](OI1(OC(C)=O)(OC(C)=O)OC(=O)C2C=CC=CC1=2)=[O:24].C(=O)(O)[O-].[Na+].S([O-])([O-])(=O)=S.[Na+].[Na+]. (3) Given the product [Cl:1][C:2]1[N:3]=[C:4]([NH:15][CH2:14][CH:13]([F:16])[F:12])[C:5]2[O:10][CH:9]=[CH:8][C:6]=2[N:7]=1, predict the reactants needed to synthesize it. The reactants are: [Cl:1][C:2]1[N:3]=[C:4](Cl)[C:5]2[O:10][CH:9]=[CH:8][C:6]=2[N:7]=1.[F:12][CH:13]([F:16])[CH2:14][NH2:15]. (4) Given the product [Br:6][C:7]1[CH:8]=[C:9]([CH:13]=[C:14]([N+:16]([O-:18])=[O:17])[CH:15]=1)[C:3]([NH:2][CH3:1])=[O:4], predict the reactants needed to synthesize it. The reactants are: [CH3:1][N:2](C)[CH:3]=[O:4].[Br:6][C:7]1[CH:8]=[C:9]([CH:13]=[C:14]([N+:16]([O-:18])=[O:17])[CH:15]=1)C(O)=O.C(Cl)(=O)C(Cl)=O.CN. (5) Given the product [O:45]=[C:35]1[C:43]2[C:38](=[CH:39][CH:40]=[CH:41][CH:42]=2)[C:37](=[O:44])[N:36]1[CH2:2][CH2:3][C:4]1[CH:5]=[C:6]2[C:12]3([CH2:17][CH2:16][N:15]([C:18]([O:20][C:21]([CH3:22])([CH3:23])[CH3:24])=[O:19])[CH2:14][CH2:13]3)[CH2:11][N:10]([C:25]3[C:26]4[C@H:33]([CH3:34])[CH2:32][CH2:31][C:27]=4[N:28]=[CH:29][N:30]=3)[C:7]2=[CH:8][CH:9]=1, predict the reactants needed to synthesize it. The reactants are: O[CH2:2][CH2:3][C:4]1[CH:5]=[C:6]2[C:12]3([CH2:17][CH2:16][N:15]([C:18]([O:20][C:21]([CH3:24])([CH3:23])[CH3:22])=[O:19])[CH2:14][CH2:13]3)[CH2:11][N:10]([C:25]3[C:26]4[C@H:33]([CH3:34])[CH2:32][CH2:31][C:27]=4[N:28]=[CH:29][N:30]=3)[C:7]2=[CH:8][CH:9]=1.[C:35]1(=[O:45])[C:43]2[C:38](=[CH:39][CH:40]=[CH:41][CH:42]=2)[C:37](=[O:44])[NH:36]1.C1C=CC(P(C2C=CC=CC=2)C2C=CC=CC=2)=CC=1.CCOC(/N=N/C(OCC)=O)=O. (6) Given the product [OH:8][C:9]1[CH:10]=[C:11]2[C:15](=[CH:16][CH:17]=1)[N:14]([C:18]([O:20][C:21]([CH3:22])([CH3:23])[CH3:24])=[O:19])[C:13]([C:25]([O:27][CH2:28][CH3:29])=[O:26])=[CH:12]2, predict the reactants needed to synthesize it. The reactants are: C1(C[O:8][C:9]2[CH:10]=[C:11]3[C:15](=[CH:16][CH:17]=2)[N:14]([C:18]([O:20][C:21]([CH3:24])([CH3:23])[CH3:22])=[O:19])[C:13]([C:25]([O:27][CH2:28][CH3:29])=[O:26])=[CH:12]3)C=CC=CC=1.C([O-])=O.[NH4+].